This data is from Peptide-MHC class I binding affinity with 185,985 pairs from IEDB/IMGT. The task is: Regression. Given a peptide amino acid sequence and an MHC pseudo amino acid sequence, predict their binding affinity value. This is MHC class I binding data. (1) The peptide sequence is SVKEKDMTK. The MHC is HLA-A24:02 with pseudo-sequence HLA-A24:02. The binding affinity (normalized) is 0.0847. (2) The peptide sequence is VPRDRNGTF. The MHC is HLA-A01:01 with pseudo-sequence HLA-A01:01. The binding affinity (normalized) is 0.0847.